This data is from Full USPTO retrosynthesis dataset with 1.9M reactions from patents (1976-2016). The task is: Predict the reactants needed to synthesize the given product. (1) The reactants are: [F:1][C:2]([F:7])([F:6])[C:3]([OH:5])=[O:4].[CH2:8]([O:12][C:13]1([C:38]2[CH:43]=[CH:42][CH:41]=[CH:40][C:39]=2[CH3:44])[CH2:16][N:15]([C:17]([CH:19]([NH:30]C(=O)OC(C)(C)C)[CH:20]([OH:29])[C:21]2[CH:26]=[CH:25][C:24]([O:27][CH3:28])=[CH:23][CH:22]=2)=[O:18])[CH2:14]1)[CH2:9][CH2:10][CH3:11]. Given the product [F:1][C:2]([F:7])([F:6])[C:3]([OH:5])=[O:4].[NH2:30][CH:19]([CH:20]([OH:29])[C:21]1[CH:22]=[CH:23][C:24]([O:27][CH3:28])=[CH:25][CH:26]=1)[C:17]([N:15]1[CH2:16][C:13]([O:12][CH2:8][CH2:9][CH2:10][CH3:11])([C:38]2[CH:43]=[CH:42][CH:41]=[CH:40][C:39]=2[CH3:44])[CH2:14]1)=[O:18], predict the reactants needed to synthesize it. (2) Given the product [Cl-:16].[Cl:32][C:33]1[CH:34]=[CH:35][CH:36]=[C:37]2[C:47]=1[O:46][C:40]1([CH2:41][CH2:42][NH2+:43][CH2:44][CH2:45]1)[CH2:39][CH2:38]2, predict the reactants needed to synthesize it. The reactants are: C([SiH](CC)CC)C.[O-]C(C(F)(F)F)=O.[Cl-].[Cl:16]C1C=CC=C2C=1OC1(CC[NH2+]CC1)CC2.[Cl:32][C:33]1[CH:34]=[CH:35][CH:36]=[C:37]2[C:47]=1[O:46][C:40]1([CH2:45][CH2:44][NH2+:43][CH2:42][CH2:41]1)[CH2:39][CH2:38]2. (3) Given the product [C:10]1([C@H:9]([NH:16][CH2:2][C:3]([O:5][CH2:6][CH3:7])=[O:4])[CH3:8])[CH:15]=[CH:14][CH:13]=[CH:12][CH:11]=1, predict the reactants needed to synthesize it. The reactants are: Br[CH2:2][C:3]([O:5][CH2:6][CH3:7])=[O:4].[CH3:8][CH:9]([NH2:16])[C:10]1[CH:15]=[CH:14][CH:13]=[CH:12][CH:11]=1.C(N(C(C)C)C(C)C)C. (4) Given the product [C:1]([O:5][C:6](=[O:44])[CH:7]([NH:13][C:14]([CH:16]1[CH2:28][C:27]2[C:26]3[C:21](=[CH:22][CH:23]=[CH:24][CH:25]=3)[NH:20][C:19]=2[CH2:18][N:17]1[S:29]([C:32]1[CH:37]=[CH:36][C:35]([CH3:38])=[CH:34][CH:33]=1)(=[O:31])=[O:30])=[O:15])[CH2:8][CH2:9][CH2:10][CH2:11][NH2:12])([CH3:4])([CH3:3])[CH3:2], predict the reactants needed to synthesize it. The reactants are: [C:1]([O:5][C:6](=[O:44])[CH:7]([NH:13][C:14]([CH:16]1[CH2:28][C:27]2[C:26]3[C:21](=[CH:22][CH:23]=[CH:24][CH:25]=3)[NH:20][C:19]=2[CH2:18][N:17]1[S:29]([C:32]1[CH:37]=[CH:36][C:35]([C:38]2C=CC=CC=2)=[CH:34][CH:33]=1)(=[O:31])=[O:30])=[O:15])[CH2:8][CH2:9][CH2:10][CH2:11][NH2:12])([CH3:4])([CH3:3])[CH3:2].C(O)(C(F)(F)F)=O.